This data is from Catalyst prediction with 721,799 reactions and 888 catalyst types from USPTO. The task is: Predict which catalyst facilitates the given reaction. Reactant: [N:1]#[C:2]Br.Cl.[CH3:5][S:6]([C:9]1[CH:26]=[CH:25][C:12]([CH2:13][O:14][CH2:15][C@H:16]2[CH2:18][C@@H:17]2[CH:19]2[CH2:24][CH2:23][NH:22][CH2:21][CH2:20]2)=[CH:11][CH:10]=1)(=[O:8])=[O:7].C(=O)(O)[O-].[Na+]. Product: [CH3:5][S:6]([C:9]1[CH:10]=[CH:11][C:12]([CH2:13][O:14][CH2:15][C@H:16]2[CH2:18][C@@H:17]2[CH:19]2[CH2:24][CH2:23][N:22]([C:2]#[N:1])[CH2:21][CH2:20]2)=[CH:25][CH:26]=1)(=[O:8])=[O:7]. The catalyst class is: 34.